From a dataset of Forward reaction prediction with 1.9M reactions from USPTO patents (1976-2016). Predict the product of the given reaction. (1) Given the reactants C[O:2][C:3]([C:5]1[S:13][C:12]2[C:11]([NH:14][CH2:15][CH2:16][C:17]3[CH:22]=[CH:21][C:20]([NH:23][C:24](=[O:35])[C:25]4[CH:30]=[CH:29][CH:28]=[C:27]([C:31]([F:34])([F:33])[F:32])[CH:26]=4)=[CH:19][CH:18]=3)=[N:10][CH:9]=[N:8][C:7]=2[CH:6]=1)=[O:4].[Li+].[OH-], predict the reaction product. The product is: [F:33][C:31]([F:32])([F:34])[C:27]1[CH:26]=[C:25]([CH:30]=[CH:29][CH:28]=1)[C:24]([NH:23][C:20]1[CH:19]=[CH:18][C:17]([CH2:16][CH2:15][NH:14][C:11]2[C:12]3[S:13][C:5]([C:3]([OH:4])=[O:2])=[CH:6][C:7]=3[N:8]=[CH:9][N:10]=2)=[CH:22][CH:21]=1)=[O:35]. (2) The product is: [CH2:2]([O:3][C:4](=[O:5])[C:6]([F:7])=[C:19]([CH3:21])[CH3:18])[CH3:1]. Given the reactants [CH3:1][CH2:2][O:3][C:4]([CH:6](P(OCC)(OCC)=O)[F:7])=[O:5].[H-].[Na+].[CH3:18][C:19]([CH3:21])=O, predict the reaction product. (3) Given the reactants [CH2:1]([O:3][C:4](=[O:24])[C:5]([CH3:23])([CH3:22])[C:6]([C:8]1[CH:13]=[CH:12][C:11]([O:14]CC2C=CC=CC=2)=[CH:10][CH:9]=1)=[O:7])[CH3:2], predict the reaction product. The product is: [CH2:1]([O:3][C:4](=[O:24])[C:5]([CH3:23])([CH3:22])[C:6]([C:8]1[CH:9]=[CH:10][C:11]([OH:14])=[CH:12][CH:13]=1)=[O:7])[CH3:2]. (4) Given the reactants COC1C=C(OC)C=CC=1C[N:6]([C:19]1[S:20][CH:21]=[CH:22][N:23]=1)[S:7]([C:10]1[CH:18]=[CH:17][C:13]([C:14]([OH:16])=O)=[CH:12][CH:11]=1)(=[O:9])=[O:8].CN(C(ON1N=NC2C=CC=CC1=2)=[N+](C)C)C.F[P-](F)(F)(F)(F)F.CCN(CC)CC.C(Cl)Cl.[Cl:64][C:65]1[CH:66]=[C:67]([CH:70]=[CH:71][C:72]=1[Cl:73])[CH2:68][NH2:69], predict the reaction product. The product is: [Cl:64][C:65]1[CH:66]=[C:67]([CH:70]=[CH:71][C:72]=1[Cl:73])[CH2:68][NH:69][C:14](=[O:16])[C:13]1[CH:12]=[CH:11][C:10]([S:7]([NH:6][C:19]2[S:20][CH:21]=[CH:22][N:23]=2)(=[O:8])=[O:9])=[CH:18][CH:17]=1. (5) Given the reactants C([Li])CCC.CC1(C)CCCC(C)(C)N1.[Cl:16][C:17]1[N:18]=[N:19][C:20]([O:23][CH3:24])=[CH:21][CH:22]=1.Cl.[C:26]([O-])(O)=[O:27].[Na+], predict the reaction product. The product is: [Cl:16][C:17]1[N:18]=[N:19][C:20]([O:23][CH3:24])=[C:21]([CH:26]=[O:27])[CH:22]=1.